This data is from Full USPTO retrosynthesis dataset with 1.9M reactions from patents (1976-2016). The task is: Predict the reactants needed to synthesize the given product. (1) Given the product [CH2:1]([C:3]1[CH:8]=[CH:7][C:6]([C:9]2[CH:14]=[CH:13][C:12]([C:15]3[Se:19][C:18]([CH:20]=[CH:35][CH2:31][CH2:32][CH3:33])=[CH:17][CH:16]=3)=[C:11]([F:22])[CH:10]=2)=[CH:5][CH:4]=1)[CH3:2], predict the reactants needed to synthesize it. The reactants are: [CH2:1]([C:3]1[CH:8]=[CH:7][C:6]([C:9]2[CH:14]=[CH:13][C:12]([C:15]3[Se:19][C:18]([CH:20]=O)=[CH:17][CH:16]=3)=[C:11]([F:22])[CH:10]=2)=[CH:5][CH:4]=1)[CH3:2].CC(C)([O-])C.[K+].O.Cl.[CH2:31]1[CH2:35]O[CH2:33][CH2:32]1. (2) Given the product [CH2:10]([O:12][C@H:13]1[CH2:14][CH2:15][C@H:16]([N:19]2[CH2:24][CH2:23][CH:22]([NH:1][C:2]3[CH:7]=[C:6]([CH3:8])[CH:5]=[CH:4][C:3]=3[OH:9])[CH2:21][CH2:20]2)[CH2:17][CH2:18]1)[CH3:11], predict the reactants needed to synthesize it. The reactants are: [NH2:1][C:2]1[CH:7]=[C:6]([CH3:8])[CH:5]=[CH:4][C:3]=1[OH:9].[CH2:10]([O:12][C@H:13]1[CH2:18][CH2:17][C@H:16]([N:19]2[CH2:24][CH2:23][C:22](=O)[CH2:21][CH2:20]2)[CH2:15][CH2:14]1)[CH3:11].C([BH3-])#N.[Na+].C(O)(=O)C. (3) Given the product [CH3:20][C:15]1[CH:16]=[C:17]([CH3:19])[CH:18]=[C:13]([CH3:26])[C:14]=1[S:21]([O-:24])(=[O:23])=[O:22].[NH2:25][N+:1]1[CH:6]=[CH:5][N:4]=[CH:3][C:2]=1[NH:7][C:8]([CH:10]1[CH2:11][CH2:12]1)=[O:9], predict the reactants needed to synthesize it. The reactants are: [N:1]1[CH:6]=[CH:5][N:4]=[CH:3][C:2]=1[NH:7][C:8]([CH:10]1[CH2:12][CH2:11]1)=[O:9].[C:13]1([CH3:26])[CH:18]=[C:17]([CH3:19])[CH:16]=[C:15]([CH3:20])[C:14]=1[S:21]([O:24][NH2:25])(=[O:23])=[O:22].C1(C)C=C(C)C=C(C)C=1S(Cl)(=O)=O. (4) Given the product [CH2:1]1[CH2:14][O:13][C:8]23[O:9][CH2:10][CH2:11][O:12][C:3]2([C@:4]2([CH2:27][CH2:26][C@H:25]4[C@@H:15]([C@H:16]([NH:57][CH:58]=[O:59])[CH2:17][CH:18]5[C@:23]4([CH3:24])[CH2:22][CH2:21][CH2:20][CH2:19]5)[C@@H:6]2[CH2:7]3)[CH3:5])[O:2]1, predict the reactants needed to synthesize it. The reactants are: [CH2:1]1[CH2:14][O:13][C:8]23[O:9][CH2:10][CH2:11][O:12][C:3]2([C@:4]2([CH2:27][CH2:26][C@H:25]4[C@@H:15]([C@H:16](CN)[CH2:17][CH:18]5[C@:23]4([CH3:24])[CH2:22][CH2:21][CH2:20][CH2:19]5)[C@@H:6]2[CH2:7]3)[CH3:5])[O:2]1.C1COC23OCCOC2([C@]2(CC[C@H]4[C@@H](C[C@H]([NH:57][CH:58]=[O:59])C5[C@]4(C)CCCC5)[C@@H]2C3)C)O1. (5) Given the product [NH2:20][C@H:17]1[CH2:18][CH2:19][N:15]([CH:12]2[CH2:13][CH2:14][N:9]([C:6]3[N:7]=[CH:8][C:3]([CH2:1][CH3:2])=[CH:4][N:5]=3)[CH2:10][CH2:11]2)[C:16]1=[O:28], predict the reactants needed to synthesize it. The reactants are: [CH2:1]([C:3]1[CH:4]=[N:5][C:6]([N:9]2[CH2:14][CH2:13][CH:12]([N:15]3[CH2:19][CH2:18][C@H:17]([NH:20]C(=O)OC(C)(C)C)[C:16]3=[O:28])[CH2:11][CH2:10]2)=[N:7][CH:8]=1)[CH3:2]. (6) Given the product [Cl:1][C:2]1[C:7]2[N:8]=[C:9]([CH3:11])[S:10][C:6]=2[CH:5]=[CH:4][C:3]=1[NH:12][C:20](=[O:21])[C:19]1[CH:23]=[CH:24][C:16]([CH2:13][CH2:14][CH3:15])=[CH:17][CH:18]=1, predict the reactants needed to synthesize it. The reactants are: [Cl:1][C:2]1[C:7]2[N:8]=[C:9]([CH3:11])[S:10][C:6]=2[CH:5]=[CH:4][C:3]=1[NH2:12].[CH2:13]([C:16]1[CH:24]=[CH:23][C:19]([C:20](Cl)=[O:21])=[CH:18][CH:17]=1)[CH2:14][CH3:15].C(N(CC)CC)C. (7) Given the product [ClH:1].[CH3:2][C:3]1[CH:11]=[CH:10][C:6]([C:7]([NH2:12])=[NH:9])=[CH:5][CH:4]=1, predict the reactants needed to synthesize it. The reactants are: [ClH:1].[CH3:2][C:3]1[CH:11]=[CH:10][C:6]([C:7](=[NH:9])O)=[CH:5][CH:4]=1.[NH3:12].CO.[Cl-].[NH4+].CCO. (8) Given the product [C:8]([C:6]1[CH:5]=[C:4]([C:12]2[C:13]([O:18][CH3:19])=[N:14][CH:15]=[CH:16][CH:17]=2)[CH:3]=[C:2]([O:26][C:20]2[CH:25]=[CH:24][CH:23]=[CH:22][CH:21]=2)[CH:7]=1)([CH3:11])([CH3:10])[CH3:9], predict the reactants needed to synthesize it. The reactants are: Br[C:2]1[CH:3]=[C:4]([C:12]2[C:13]([O:18][CH3:19])=[N:14][CH:15]=[CH:16][CH:17]=2)[CH:5]=[C:6]([C:8]([CH3:11])([CH3:10])[CH3:9])[CH:7]=1.[C:20]1([OH:26])[CH:25]=[CH:24][CH:23]=[CH:22][CH:21]=1.C(P(C(C)(C)C)C1C=CC=CC=1C1C(C(C)C)=CC(C(C)C)=CC=1C(C)C)(C)(C)C.[O-]P([O-])([O-])=O.[K+].[K+].[K+]. (9) Given the product [F:1][C:2]1[CH:9]=[C:8]([CH2:10][CH:11]=[O:12])[CH:7]=[C:6]([F:13])[C:3]=1[C:4]#[N:5], predict the reactants needed to synthesize it. The reactants are: [F:1][C:2]1[CH:9]=[C:8]([CH2:10][CH2:11][OH:12])[CH:7]=[C:6]([F:13])[C:3]=1[C:4]#[N:5].CC(OI1(OC(C)=O)(OC(C)=O)OC(=O)C2C=CC=CC1=2)=O.